This data is from Full USPTO retrosynthesis dataset with 1.9M reactions from patents (1976-2016). The task is: Predict the reactants needed to synthesize the given product. (1) Given the product [C:14]([O:1][C:2]1[CH:3]=[C:4]([CH:8]=[CH:9][C:10]=1[O:11][CH3:12])[C:5]([OH:7])=[O:6])(=[O:15])[CH3:13], predict the reactants needed to synthesize it. The reactants are: [OH:1][C:2]1[CH:3]=[C:4]([CH:8]=[CH:9][C:10]=1[O:11][CH3:12])[C:5]([OH:7])=[O:6].[CH3:13][C:14](OCC1C2C(=CC=CC=2)C(COC(C)=O)=C2C=1C=CC=C2)=[O:15]. (2) Given the product [F:1][C:2]1[C:11]([F:12])=[C:10]2[C:5]([C:6]([OH:27])=[C:7]([C:16]([NH:18][CH2:19][C:20]([OH:22])=[O:21])=[O:17])[C:8](=[O:15])[C:9]2([CH3:14])[CH3:13])=[CH:4][CH:3]=1, predict the reactants needed to synthesize it. The reactants are: [F:1][C:2]1[C:11]([F:12])=[C:10]2[C:5]([C:6]([OH:27])=[C:7]([C:16]([NH:18][CH2:19][C:20]([O:22]C(C)(C)C)=[O:21])=[O:17])[C:8](=[O:15])[C:9]2([CH3:14])[CH3:13])=[CH:4][CH:3]=1. (3) Given the product [CH3:18][S:19]([O:10][CH2:9][C:3]1[C:2]([Br:1])=[CH:7][N:6]=[C:5]([Cl:8])[CH:4]=1)(=[O:21])=[O:20], predict the reactants needed to synthesize it. The reactants are: [Br:1][C:2]1[C:3]([CH2:9][OH:10])=[CH:4][C:5]([Cl:8])=[N:6][CH:7]=1.C(N(CC)CC)C.[CH3:18][S:19](Cl)(=[O:21])=[O:20]. (4) The reactants are: C[O:2][C:3](=[O:27])/[CH:4]=[CH:5]/[C@@H:6]([NH:11][C:12]([C@@H:14]1[CH2:19][CH2:18][CH2:17][CH2:16][N:15]1[C:20]([O:22][C:23]([CH3:26])([CH3:25])[CH3:24])=[O:21])=[O:13])[CH2:7][CH:8]([CH3:10])[CH3:9].O.[Li+].[OH-]. Given the product [CH3:26][C:23]([O:22][C:20]([N:15]1[CH2:16][CH2:17][CH2:18][CH2:19][C@H:14]1[C:12]([NH:11][C@@H:6]([CH2:7][CH:8]([CH3:10])[CH3:9])/[CH:5]=[CH:4]/[C:3]([OH:27])=[O:2])=[O:13])=[O:21])([CH3:24])[CH3:25], predict the reactants needed to synthesize it. (5) Given the product [CH3:17][NH:18][C:19]([CH:21]1[C:29]2[C:24](=[CH:25][C:26]([O:30][C:13]3[CH:12]=[CH:11][N:10]=[C:9]4[CH:8]=[C:7]([C:5]([N:1]5[CH2:4][CH2:3][CH2:2]5)=[O:6])[S:15][C:14]=34)=[CH:27][CH:28]=2)[N:23]([CH3:31])[CH:22]1[CH3:32])=[O:20], predict the reactants needed to synthesize it. The reactants are: [N:1]1([C:5]([C:7]2[S:15][C:14]3[C:9](=[N:10][CH:11]=[CH:12][C:13]=3Cl)[CH:8]=2)=[O:6])[CH2:4][CH2:3][CH2:2]1.[CH3:17][NH:18][C:19]([C:21]1[C:29]2[C:24](=[CH:25][C:26]([OH:30])=[CH:27][CH:28]=2)[N:23]([CH3:31])[C:22]=1[CH3:32])=[O:20].C([O-])([O-])=O.[Cs+].[Cs+]. (6) Given the product [CH3:38][CH:39]([CH3:40])[CH2:44][CH2:36][NH:37][C:33]([CH:31]1[CH2:30][N:29]([C:26]2[CH:25]=[CH:24][C:23]([NH:22][C:20]([N:12]3[CH2:11][C:19]4[CH:18]=[CH:17][N:16]=[CH:15][C:14]=4[CH2:13]3)=[O:21])=[CH:28][CH:27]=2)[CH2:32]1)=[O:34], predict the reactants needed to synthesize it. The reactants are: C1(CCCN)C=CC=CC=1.[CH2:11]1[C:19]2[CH:18]=[CH:17][N:16]=[CH:15][C:14]=2[CH2:13][N:12]1[C:20]([NH:22][C:23]1[CH:28]=[CH:27][C:26]([N:29]2[CH2:32][CH:31]([C:33](O)=[O:34])[CH2:30]2)=[CH:25][CH:24]=1)=[O:21].[CH2:36]1[C:44]2[C:39](=[CH:40]C=CC=2)[CH2:38][N:37]1C(NC1C=CC(C(O)=O)=CC=1)=O. (7) Given the product [CH3:1][C:2]1[CH:7]=[C:6](/[C:8](=[N:34]/[OH:35])/[CH2:9][C@H:10]([C:18]2[CH:23]=[CH:22][C:21]([CH:24]3[CH2:27][N:26]([S:28]([CH3:31])(=[O:30])=[O:29])[CH2:25]3)=[CH:20][CH:19]=2)[C:11]2[CH:16]=[CH:15][CH:14]=[CH:13][C:12]=2[CH3:17])[CH:5]=[CH:4][N:3]=1, predict the reactants needed to synthesize it. The reactants are: [CH3:1][C:2]1[CH:7]=[C:6]([C:8](=O)[CH2:9][C@H:10]([C:18]2[CH:23]=[CH:22][C:21]([CH:24]3[CH2:27][N:26]([S:28]([CH3:31])(=[O:30])=[O:29])[CH2:25]3)=[CH:20][CH:19]=2)[C:11]2[CH:16]=[CH:15][CH:14]=[CH:13][C:12]=2[CH3:17])[CH:5]=[CH:4][N:3]=1.Cl.[NH2:34][OH:35].C(=O)([O-])O.[Na+]. (8) Given the product [Br:16][C:11]1[CH:10]=[CH:9][C:8]([C:17]([NH2:19])=[O:18])=[C:7]2[C:12]=1[C:13]1[CH2:14][CH2:15][CH:3]([CH2:2][NH:1][C:24](=[O:25])[CH2:23][CH2:22][CH2:21][Br:20])[CH2:4][C:5]=1[NH:6]2, predict the reactants needed to synthesize it. The reactants are: [NH2:1][CH2:2][CH:3]1[CH2:15][CH2:14][C:13]2[C:12]3[C:7](=[C:8]([C:17]([NH2:19])=[O:18])[CH:9]=[CH:10][C:11]=3[Br:16])[NH:6][C:5]=2[CH2:4]1.[Br:20][CH2:21][CH2:22][CH2:23][C:24](Cl)=[O:25].